Dataset: NCI-60 drug combinations with 297,098 pairs across 59 cell lines. Task: Regression. Given two drug SMILES strings and cell line genomic features, predict the synergy score measuring deviation from expected non-interaction effect. Drug 1: CC1=C(C=C(C=C1)NC2=NC=CC(=N2)N(C)C3=CC4=NN(C(=C4C=C3)C)C)S(=O)(=O)N.Cl. Drug 2: C(CCl)NC(=O)N(CCCl)N=O. Cell line: SF-295. Synergy scores: CSS=2.15, Synergy_ZIP=-2.29, Synergy_Bliss=-2.60, Synergy_Loewe=-1.74, Synergy_HSA=-1.72.